From a dataset of Reaction yield outcomes from USPTO patents with 853,638 reactions. Predict the reaction yield, written as a fraction of the theoretical maximum amount of product (1.0 means a 100% yield; for example, 0.34 means a 34% yield). The product is [CH2:22]([O:29][N:30]1[C:36](=[O:37])[N:35]2[CH2:38][C@H:31]1[CH2:32][CH2:33][C@H:34]2[C:39]1[O:40][C:43]([CH2:44][CH:45]2[CH2:46][CH:47]([NH:49][C:50](=[O:56])[O:51][C:52]([CH3:55])([CH3:54])[CH3:53])[CH2:48]2)=[N:42][N:41]=1)[C:23]1[CH:28]=[CH:27][CH:26]=[CH:25][CH:24]=1. The catalyst is C(Cl)Cl. The reactants are C1C=CC(P(C2C=CC=CC=2)C2C=CC=CC=2)=CC=1.II.[CH2:22]([O:29][N:30]1[C:36](=[O:37])[N:35]2[CH2:38][C@H:31]1[CH2:32][CH2:33][C@H:34]2[C:39]([NH:41][NH:42][C:43](=O)[CH2:44][CH:45]1[CH2:48][CH:47]([NH:49][C:50](=[O:56])[O:51][C:52]([CH3:55])([CH3:54])[CH3:53])[CH2:46]1)=[O:40])[C:23]1[CH:28]=[CH:27][CH:26]=[CH:25][CH:24]=1. The yield is 0.850.